From a dataset of Forward reaction prediction with 1.9M reactions from USPTO patents (1976-2016). Predict the product of the given reaction. (1) Given the reactants [F:1][C:2]1[CH:25]=[CH:24][CH:23]=[C:22]([F:26])[C:3]=1[C:4]([NH:6][C:7]1[CH:8]=[C:9]2[C:14](=[CH:15][CH:16]=1)[C:13](=[C:17]([CH3:21])[C:18]([OH:20])=[O:19])[CH2:12][CH2:11][CH2:10]2)=[O:5].[CH3:27][Si](C)(C)C=[N+]=[N-], predict the reaction product. The product is: [CH3:27][O:19][C:18](=[O:20])[C:17](=[C:13]1[C:14]2[C:9](=[CH:8][C:7]([NH:6][C:4](=[O:5])[C:3]3[C:2]([F:1])=[CH:25][CH:24]=[CH:23][C:22]=3[F:26])=[CH:16][CH:15]=2)[CH2:10][CH2:11][CH2:12]1)[CH3:21]. (2) Given the reactants [OH:1][C:2]1[CH:3]=[C:4]([C:8]2[N:9]=[C:10]([C:17]3[CH:22]=[CH:21][N:20]=[C:19]([C:23]#[N:24])[CH:18]=3)[C:11]3[S:16][CH:15]=[CH:14][C:12]=3[N:13]=2)[CH:5]=[CH:6][CH:7]=1.[OH-:25].[Na+].OO, predict the reaction product. The product is: [OH:1][C:2]1[CH:3]=[C:4]([C:8]2[N:9]=[C:10]([C:17]3[CH:22]=[CH:21][N:20]=[C:19]([C:23]([NH2:24])=[O:25])[CH:18]=3)[C:11]3[S:16][CH:15]=[CH:14][C:12]=3[N:13]=2)[CH:5]=[CH:6][CH:7]=1. (3) Given the reactants [C:1]([C:5]1[CH:6]=[C:7]2[C:12](=[C:13]([F:15])[CH:14]=1)[C:11](=[O:16])[N:10]([C:17]1[N:24]=[CH:23][CH:22]=[C:21]([C:25]3[CH:30]=[C:29]([NH:31][C:32]4[CH:40]=[C:35]5[CH2:36][O:37][CH2:38][CH2:39][N:34]5[N:33]=4)[C:28](=[O:41])[N:27]([CH3:42])[CH:26]=3)[C:18]=1[CH:19]=[O:20])[N:9]=[CH:8]2)([CH3:4])([CH3:3])[CH3:2].[BH4-].[Na+], predict the reaction product. The product is: [C:1]([C:5]1[CH:6]=[C:7]2[C:12](=[C:13]([F:15])[CH:14]=1)[C:11](=[O:16])[N:10]([C:17]1[C:18]([CH2:19][OH:20])=[C:21]([C:25]3[CH:30]=[C:29]([NH:31][C:32]4[CH:40]=[C:35]5[CH2:36][O:37][CH2:38][CH2:39][N:34]5[N:33]=4)[C:28](=[O:41])[N:27]([CH3:42])[CH:26]=3)[CH:22]=[CH:23][N:24]=1)[N:9]=[CH:8]2)([CH3:4])([CH3:2])[CH3:3]. (4) Given the reactants [N+:1]([C:4]1[CH:13]=[CH:12][CH:11]=[C:10]2[C:5]=1[CH:6]=[CH:7]O[C:9]2=[O:14])([O-:3])=[O:2].[CH2:15]([CH2:17][NH2:18])[OH:16].CCN([CH2:24][CH3:25])CC.C[OH:27], predict the reaction product. The product is: [C:24]([O:16][CH2:15][CH2:17][N:18]1[CH:7]=[CH:6][C:5]2[C:10](=[CH:11][CH:12]=[CH:13][C:4]=2[N+:1]([O-:3])=[O:2])[C:9]1=[O:14])(=[O:27])[CH3:25]. (5) Given the reactants [C:9](O[C:9]([O:11][C:12]([CH3:15])([CH3:14])[CH3:13])=[O:10])([O:11][C:12]([CH3:15])([CH3:14])[CH3:13])=[O:10].Cl.[Cl:17][C:18]1[CH:23]=[CH:22][C:21]([C:24]([CH:26]2[CH2:31][CH2:30][NH:29][CH2:28][CH2:27]2)=[O:25])=[CH:20][CH:19]=1.C(N(CC)CC)C, predict the reaction product. The product is: [Cl:17][C:18]1[CH:19]=[CH:20][C:21]([C:24]([CH:26]2[CH2:31][CH2:30][N:29]([C:9]([O:11][C:12]([CH3:13])([CH3:14])[CH3:15])=[O:10])[CH2:28][CH2:27]2)=[O:25])=[CH:22][CH:23]=1.